From a dataset of NCI-60 drug combinations with 297,098 pairs across 59 cell lines. Regression. Given two drug SMILES strings and cell line genomic features, predict the synergy score measuring deviation from expected non-interaction effect. (1) Drug 1: C#CCC(CC1=CN=C2C(=N1)C(=NC(=N2)N)N)C3=CC=C(C=C3)C(=O)NC(CCC(=O)O)C(=O)O. Drug 2: CC12CCC3C(C1CCC2OP(=O)(O)O)CCC4=C3C=CC(=C4)OC(=O)N(CCCl)CCCl.[Na+]. Cell line: HCT116. Synergy scores: CSS=5.18, Synergy_ZIP=-3.29, Synergy_Bliss=-2.16, Synergy_Loewe=-6.44, Synergy_HSA=-4.00. (2) Drug 1: CC1C(C(=O)NC(C(=O)N2CCCC2C(=O)N(CC(=O)N(C(C(=O)O1)C(C)C)C)C)C(C)C)NC(=O)C3=C4C(=C(C=C3)C)OC5=C(C(=O)C(=C(C5=N4)C(=O)NC6C(OC(=O)C(N(C(=O)CN(C(=O)C7CCCN7C(=O)C(NC6=O)C(C)C)C)C)C(C)C)C)N)C. Drug 2: COCCOC1=C(C=C2C(=C1)C(=NC=N2)NC3=CC=CC(=C3)C#C)OCCOC.Cl. Cell line: HL-60(TB). Synergy scores: CSS=7.43, Synergy_ZIP=1.44, Synergy_Bliss=-3.95, Synergy_Loewe=-14.9, Synergy_HSA=-7.42.